This data is from Catalyst prediction with 721,799 reactions and 888 catalyst types from USPTO. The task is: Predict which catalyst facilitates the given reaction. (1) Reactant: CO[C:3](=[O:11])[C:4]1[CH:9]=[CH:8][CH:7]=[N:6][C:5]=1[NH2:10].[CH2:12]([N:14]=[C:15]=[O:16])[CH3:13]. Product: [CH2:12]([N:14]1[C:3](=[O:11])[C:4]2[CH:9]=[CH:8][CH:7]=[N:6][C:5]=2[NH:10][C:15]1=[O:16])[CH3:13]. The catalyst class is: 341. (2) Reactant: Br[CH2:2][C:3]([C:5]1[S:6][CH:7]=[CH:8][C:9]=1[Cl:10])=O.[Cl:11][C:12]1[CH:20]=[CH:19][C:15]([C:16]([NH2:18])=[NH:17])=[CH:14][CH:13]=1. Product: [Cl:11][C:12]1[CH:20]=[CH:19][C:15]([C:16]2[NH:17][C:3]([C:5]3[S:6][CH:7]=[CH:8][C:9]=3[Cl:10])=[CH:2][N:18]=2)=[CH:14][CH:13]=1. The catalyst class is: 22. (3) Reactant: [NH2:1][C:2]1[C:7]2[N:8]([CH2:21][CH2:22][C:23]([O:25][CH3:26])=[O:24])[C:9]([CH:11]([C:13]3[CH:18]=[CH:17][C:16]([Cl:19])=[CH:15][C:14]=3[Cl:20])[OH:12])=[N:10][C:6]=2[CH:5]=[CH:4][CH:3]=1.[C:27](O)(=O)[CH3:28].[CH:31](=O)[CH3:32].C(O[BH3-])(=O)C.[Na+]. Product: [Cl:20][C:14]1[CH:15]=[C:16]([Cl:19])[CH:17]=[CH:18][C:13]=1[CH:11]([OH:12])[C:9]1[N:8]([CH2:21][CH2:22][C:23]([O:25][CH3:26])=[O:24])[C:7]2[C:2]([N:1]([CH2:27][CH3:28])[CH2:31][CH3:32])=[CH:3][CH:4]=[CH:5][C:6]=2[N:10]=1. The catalyst class is: 5. (4) Product: [OH:1][CH2:2][CH:3]1[CH2:8][CH2:7][N:6]([C:16]([O:17][C:18]([CH3:21])([CH3:20])[CH3:19])=[O:22])[CH2:5][CH2:4]1. Reactant: [OH:1][CH2:2][CH:3]1[CH2:8][CH2:7][NH:6][CH2:5][CH2:4]1.C(N(CC)CC)C.[C:16](O[C:16]([O:17][C:18]([CH3:21])([CH3:20])[CH3:19])=[O:22])(=[O:22])[O:17][C:18]([CH3:21])([CH3:20])[CH3:19].O. The catalyst class is: 119. (5) Reactant: [CH3:1][C:2]([O:5][C:6]([N:8]1[C@H:12]([C:13]([OH:15])=[O:14])[CH2:11][CH:10]([OH:16])[CH2:9]1)=[O:7])([CH3:4])[CH3:3].[CH2:17]([O:24][C:25]1[CH:30]=[CH:29][CH:28]=[C:27](F)[N:26]=1)[C:18]1[CH:23]=[CH:22][CH:21]=[CH:20][CH:19]=1.CC(C)([O-])C.[K+].S(=O)(=O)(O)[O-].[K+]. Product: [CH2:17]([O:24][C:25]1[N:26]=[C:27]([O:16][C@H:10]2[CH2:9][N:8]([C:6]([O:5][C:2]([CH3:1])([CH3:3])[CH3:4])=[O:7])[C@H:12]([C:13]([OH:15])=[O:14])[CH2:11]2)[CH:28]=[CH:29][CH:30]=1)[C:18]1[CH:19]=[CH:20][CH:21]=[CH:22][CH:23]=1. The catalyst class is: 16.